This data is from NCI-60 drug combinations with 297,098 pairs across 59 cell lines. The task is: Regression. Given two drug SMILES strings and cell line genomic features, predict the synergy score measuring deviation from expected non-interaction effect. (1) Drug 1: CC12CCC3C(C1CCC2O)C(CC4=C3C=CC(=C4)O)CCCCCCCCCS(=O)CCCC(C(F)(F)F)(F)F. Drug 2: COC1=C2C(=CC3=C1OC=C3)C=CC(=O)O2. Cell line: UO-31. Synergy scores: CSS=-2.12, Synergy_ZIP=2.26, Synergy_Bliss=3.47, Synergy_Loewe=-0.799, Synergy_HSA=0.0773. (2) Drug 1: CC1CCC2CC(C(=CC=CC=CC(CC(C(=O)C(C(C(=CC(C(=O)CC(OC(=O)C3CCCCN3C(=O)C(=O)C1(O2)O)C(C)CC4CCC(C(C4)OC)O)C)C)O)OC)C)C)C)OC. Drug 2: CC1=C(C(=O)C2=C(C1=O)N3CC4C(C3(C2COC(=O)N)OC)N4)N. Cell line: UO-31. Synergy scores: CSS=26.2, Synergy_ZIP=-2.80, Synergy_Bliss=4.53, Synergy_Loewe=4.45, Synergy_HSA=5.03. (3) Drug 1: CCC1=CC2CC(C3=C(CN(C2)C1)C4=CC=CC=C4N3)(C5=C(C=C6C(=C5)C78CCN9C7C(C=CC9)(C(C(C8N6C)(C(=O)OC)O)OC(=O)C)CC)OC)C(=O)OC.C(C(C(=O)O)O)(C(=O)O)O. Drug 2: C1=CC(=C2C(=C1NCCNCCO)C(=O)C3=C(C=CC(=C3C2=O)O)O)NCCNCCO. Cell line: DU-145. Synergy scores: CSS=79.5, Synergy_ZIP=-2.25, Synergy_Bliss=-3.91, Synergy_Loewe=-2.97, Synergy_HSA=-0.509. (4) Drug 2: CNC(=O)C1=NC=CC(=C1)OC2=CC=C(C=C2)NC(=O)NC3=CC(=C(C=C3)Cl)C(F)(F)F. Cell line: SK-MEL-28. Drug 1: CS(=O)(=O)C1=CC(=C(C=C1)C(=O)NC2=CC(=C(C=C2)Cl)C3=CC=CC=N3)Cl. Synergy scores: CSS=8.09, Synergy_ZIP=-3.23, Synergy_Bliss=-1.63, Synergy_Loewe=-9.35, Synergy_HSA=-8.13. (5) Synergy scores: CSS=24.2, Synergy_ZIP=-2.11, Synergy_Bliss=3.34, Synergy_Loewe=-6.62, Synergy_HSA=1.71. Cell line: LOX IMVI. Drug 1: C1=CC=C(C=C1)NC(=O)CCCCCCC(=O)NO. Drug 2: C(CC(=O)O)C(=O)CN.Cl. (6) Drug 1: C1=C(C(=O)NC(=O)N1)N(CCCl)CCCl. Drug 2: CNC(=O)C1=NC=CC(=C1)OC2=CC=C(C=C2)NC(=O)NC3=CC(=C(C=C3)Cl)C(F)(F)F. Cell line: RXF 393. Synergy scores: CSS=33.0, Synergy_ZIP=-3.21, Synergy_Bliss=-0.782, Synergy_Loewe=0.128, Synergy_HSA=1.74. (7) Drug 1: CCCS(=O)(=O)NC1=C(C(=C(C=C1)F)C(=O)C2=CNC3=C2C=C(C=N3)C4=CC=C(C=C4)Cl)F. Drug 2: CN1CCC(CC1)COC2=C(C=C3C(=C2)N=CN=C3NC4=C(C=C(C=C4)Br)F)OC. Cell line: ACHN. Synergy scores: CSS=20.3, Synergy_ZIP=-5.85, Synergy_Bliss=-0.190, Synergy_Loewe=-6.79, Synergy_HSA=0.289.